Dataset: Reaction yield outcomes from USPTO patents with 853,638 reactions. Task: Predict the reaction yield, written as a fraction of the theoretical maximum amount of product (1.0 means a 100% yield; for example, 0.34 means a 34% yield). (1) The reactants are [F:1][C:2]([F:11])([F:10])[C:3]1[N:8]=[CH:7][C:6]([OH:9])=[CH:5][N:4]=1.[F:12][C:13]1[CH:14]=[C:15]([CH:18]=[CH:19][C:20]=1F)[CH:16]=[O:17].C([O-])([O-])=O.[K+].[K+]. The catalyst is CN(C=O)C.O. The product is [F:12][C:13]1[CH:14]=[C:15]([CH:18]=[CH:19][C:20]=1[O:9][C:6]1[CH:7]=[N:8][C:3]([C:2]([F:1])([F:10])[F:11])=[N:4][CH:5]=1)[CH:16]=[O:17]. The yield is 0.830. (2) The reactants are [C:1]([NH:11][C@H:12]([C:17]([OH:19])=O)[CH2:13][CH:14]([CH3:16])[CH3:15])([O:3][CH2:4][C:5]1[CH:10]=[CH:9][CH:8]=[CH:7][CH:6]=1)=[O:2].Cl.[CH3:21][O:22][C:23](=[O:30])[C@H:24]([CH2:26][CH:27]([CH3:29])[CH3:28])[NH2:25].ON1C2C=CC=CC=2N=N1.Cl.CN(C)CCCN=C=NCC. The catalyst is CN(C=O)C.C(OCC)(=O)C. The product is [CH3:21][O:22][C:23](=[O:30])[C@H:24]([CH2:26][CH:27]([CH3:29])[CH3:28])[NH:25][C:17](=[O:19])[C@H:12]([CH2:13][CH:14]([CH3:15])[CH3:16])[NH:11][C:1]([O:3][CH2:4][C:5]1[CH:6]=[CH:7][CH:8]=[CH:9][CH:10]=1)=[O:2]. The yield is 0.660. (3) The reactants are [CH3:1][C:2]([C:5]([NH2:7])=[NH:6])([CH3:4])[CH3:3].Cl.[O-]CC.[Na+].C([O:15][CH:16]=[C:17]([C:23](OCC)=O)[C:18]([O:20][CH2:21][CH3:22])=[O:19])C. The catalyst is C(O)C. The product is [C:2]([C:5]1[N:7]=[C:16]([OH:15])[C:17]([C:18]([O:20][CH2:21][CH3:22])=[O:19])=[CH:23][N:6]=1)([CH3:4])([CH3:3])[CH3:1]. The yield is 0.360. (4) The reactants are C([O:4][CH2:5][C:6]([N:8]1[CH:13]2[CH2:14][CH2:15][CH:9]1[CH2:10][CH:11]([C:16]1[N:20]=[C:19]([NH:21][C:22]3[C:27]([O:28][C:29]4[C:30]([CH3:35])=[N:31][CH:32]=[CH:33][CH:34]=4)=[CH:26][C:25]([S:36][C:37]4[CH:42]=[CH:41][CH:40]=[CH:39][N:38]=4)=[CH:24][N:23]=3)[S:18][N:17]=1)[CH2:12]2)=[O:7])(=O)C.C([O-])([O-])=O.[K+].[K+].[ClH:49]. The catalyst is CCO. The product is [ClH:49].[OH:4][CH2:5][C:6]([N:8]1[CH:9]2[CH2:15][CH2:14][CH:13]1[CH2:12][CH:11]([C:16]1[N:20]=[C:19]([NH:21][C:22]3[C:27]([O:28][C:29]4[C:30]([CH3:35])=[N:31][CH:32]=[CH:33][CH:34]=4)=[CH:26][C:25]([S:36][C:37]4[CH:42]=[CH:41][CH:40]=[CH:39][N:38]=4)=[CH:24][N:23]=3)[S:18][N:17]=1)[CH2:10]2)=[O:7]. The yield is 0.831. (5) The reactants are [C:1]([C:3]1[C:4]([CH:19]([C:25]2[CH:30]=[CH:29][C:28]([Cl:31])=[C:27]([Cl:32])[CH:26]=2)[CH2:20][CH2:21][N:22]([CH3:24])[CH3:23])=[C:5]([C:14]([O:16]CC)=[O:15])[S:6][C:7]=1[N:8]1[CH2:13][CH2:12][O:11][CH2:10][CH2:9]1)#[N:2].[OH-].[Na+].Cl. The catalyst is CO.O. The product is [C:1]([C:3]1[C:4]([CH:19]([C:25]2[CH:30]=[CH:29][C:28]([Cl:31])=[C:27]([Cl:32])[CH:26]=2)[CH2:20][CH2:21][N:22]([CH3:24])[CH3:23])=[C:5]([C:14]([OH:16])=[O:15])[S:6][C:7]=1[N:8]1[CH2:9][CH2:10][O:11][CH2:12][CH2:13]1)#[N:2]. The yield is 0.950. (6) The reactants are [H-].[Na+].[C:3]([NH:7][C:8]1[C:13]([CH2:14][NH:15][C:16]2[CH:21]=[CH:20][C:19]([F:22])=[C:18]([N+:23]([O-:25])=[O:24])[CH:17]=2)=[CH:12][N:11]=[C:10]([Cl:26])[CH:9]=1)([CH3:6])([CH3:5])[CH3:4].Cl[C:28](Cl)([O:30]C(=O)OC(Cl)(Cl)Cl)Cl. The catalyst is O1CCOCC1. The product is [C:3]([N:7]1[C:8]2[CH:9]=[C:10]([Cl:26])[N:11]=[CH:12][C:13]=2[CH2:14][N:15]([C:16]2[CH:21]=[CH:20][C:19]([F:22])=[C:18]([N+:23]([O-:25])=[O:24])[CH:17]=2)[C:28]1=[O:30])([CH3:6])([CH3:4])[CH3:5]. The yield is 0.760.